This data is from NCI-60 drug combinations with 297,098 pairs across 59 cell lines. The task is: Regression. Given two drug SMILES strings and cell line genomic features, predict the synergy score measuring deviation from expected non-interaction effect. (1) Drug 1: C1CC(=O)NC(=O)C1N2CC3=C(C2=O)C=CC=C3N. Drug 2: CN(CCCl)CCCl.Cl. Cell line: SW-620. Synergy scores: CSS=34.8, Synergy_ZIP=-2.69, Synergy_Bliss=0.290, Synergy_Loewe=-16.6, Synergy_HSA=0.167. (2) Drug 1: C1=CC(=C2C(=C1NCCNCCO)C(=O)C3=C(C=CC(=C3C2=O)O)O)NCCNCCO. Drug 2: CC1CCC2CC(C(=CC=CC=CC(CC(C(=O)C(C(C(=CC(C(=O)CC(OC(=O)C3CCCCN3C(=O)C(=O)C1(O2)O)C(C)CC4CCC(C(C4)OC)OCCO)C)C)O)OC)C)C)C)OC. Cell line: HT29. Synergy scores: CSS=45.9, Synergy_ZIP=4.36, Synergy_Bliss=6.64, Synergy_Loewe=6.58, Synergy_HSA=10.3. (3) Drug 1: CS(=O)(=O)C1=CC(=C(C=C1)C(=O)NC2=CC(=C(C=C2)Cl)C3=CC=CC=N3)Cl. Drug 2: C1=CC=C(C=C1)NC(=O)CCCCCCC(=O)NO. Cell line: OVCAR-4. Synergy scores: CSS=6.91, Synergy_ZIP=-3.06, Synergy_Bliss=-4.54, Synergy_Loewe=-40.2, Synergy_HSA=-4.91. (4) Drug 1: CC1=C(C(=CC=C1)Cl)NC(=O)C2=CN=C(S2)NC3=CC(=NC(=N3)C)N4CCN(CC4)CCO. Drug 2: CC1=C(C(=O)C2=C(C1=O)N3CC4C(C3(C2COC(=O)N)OC)N4)N. Cell line: OVCAR-8. Synergy scores: CSS=23.7, Synergy_ZIP=3.25, Synergy_Bliss=3.82, Synergy_Loewe=-5.68, Synergy_HSA=-0.441. (5) Drug 1: CCCS(=O)(=O)NC1=C(C(=C(C=C1)F)C(=O)C2=CNC3=C2C=C(C=N3)C4=CC=C(C=C4)Cl)F. Drug 2: C1=NC(=NC(=O)N1C2C(C(C(O2)CO)O)O)N. Cell line: HCT-15. Synergy scores: CSS=4.77, Synergy_ZIP=1.06, Synergy_Bliss=2.95, Synergy_Loewe=-6.68, Synergy_HSA=-0.897. (6) Drug 1: CN(CC1=CN=C2C(=N1)C(=NC(=N2)N)N)C3=CC=C(C=C3)C(=O)NC(CCC(=O)O)C(=O)O. Drug 2: CC1C(C(CC(O1)OC2CC(CC3=C2C(=C4C(=C3O)C(=O)C5=CC=CC=C5C4=O)O)(C(=O)C)O)N)O. Cell line: MCF7. Synergy scores: CSS=48.4, Synergy_ZIP=-7.64, Synergy_Bliss=-7.73, Synergy_Loewe=0.643, Synergy_HSA=1.69. (7) Drug 1: C1CCN(CC1)CCOC2=CC=C(C=C2)C(=O)C3=C(SC4=C3C=CC(=C4)O)C5=CC=C(C=C5)O. Drug 2: C1CN1P(=S)(N2CC2)N3CC3. Cell line: NCI-H226. Synergy scores: CSS=-2.15, Synergy_ZIP=-1.06, Synergy_Bliss=-2.46, Synergy_Loewe=-5.32, Synergy_HSA=-5.21. (8) Cell line: SN12C. Synergy scores: CSS=43.1, Synergy_ZIP=-7.45, Synergy_Bliss=-6.77, Synergy_Loewe=-31.8, Synergy_HSA=-5.14. Drug 1: C1=CC(=CC=C1CC(C(=O)O)N)N(CCCl)CCCl.Cl. Drug 2: CC1=C2C(C(=O)C3(C(CC4C(C3C(C(C2(C)C)(CC1OC(=O)C(C(C5=CC=CC=C5)NC(=O)C6=CC=CC=C6)O)O)OC(=O)C7=CC=CC=C7)(CO4)OC(=O)C)O)C)OC(=O)C.